Task: Predict the product of the given reaction.. Dataset: Forward reaction prediction with 1.9M reactions from USPTO patents (1976-2016) (1) Given the reactants [CH3:1][C:2]1[CH2:7][CH2:6][CH2:5][C:4]([CH3:9])([CH3:8])[C:3]=1[CH:10]=[O:11].[CH:12]([Mg]Br)=[CH2:13].[Cl-].[NH4+], predict the reaction product. The product is: [CH3:1][C:2]1[CH2:7][CH2:6][CH2:5][C:4]([CH3:8])([CH3:9])[C:3]=1[CH:10]([OH:11])[CH:12]=[CH2:13]. (2) Given the reactants [Cl:1][C:2]1[CH:3]=[C:4](OS(C(F)(F)F)(=O)=O)[CH:5]=[C:6]([Cl:22])[C:7]=1[CH2:8][CH:9]1[CH2:13][CH2:12][N:11]([C@H:14]2[CH2:19][CH2:18][C@H:17]([F:20])[CH2:16][CH2:15]2)[C:10]1=[O:21].[N:31]1[CH:36]=[CH:35][CH:34]=[C:33](B(O)O)[CH:32]=1.C([O-])([O-])=O.[Na+].[Na+], predict the reaction product. The product is: [Cl:1][C:2]1[CH:3]=[C:4]([C:33]2[CH:32]=[N:31][CH:36]=[CH:35][CH:34]=2)[CH:5]=[C:6]([Cl:22])[C:7]=1[CH2:8][CH:9]1[CH2:13][CH2:12][N:11]([C@H:14]2[CH2:19][CH2:18][C@H:17]([F:20])[CH2:16][CH2:15]2)[C:10]1=[O:21]. (3) Given the reactants C([O:8][C:9]1[C:17]2[C:16](=[O:18])[N:15]([CH2:19][C:20]3[CH:25]=[CH:24][C:23]([F:26])=[CH:22][CH:21]=3)[N:14]=[C:13](Br)[C:12]=2[N:11]2[CH2:28][CH2:29][N:30]([CH3:33])[C:31](=[O:32])[C:10]=12)C1C=CC=CC=1.[CH3:34][N:35]1[CH2:40][CH2:39][NH:38][CH2:37][C:36]1=[O:41], predict the reaction product. The product is: [F:26][C:23]1[CH:22]=[CH:21][C:20]([CH2:19][N:15]2[C:16](=[O:18])[C:17]3[C:9]([OH:8])=[C:10]4[C:31](=[O:32])[N:30]([CH3:33])[CH2:29][CH2:28][N:11]4[C:12]=3[C:13]([N:38]3[CH2:39][CH2:40][N:35]([CH3:34])[C:36](=[O:41])[CH2:37]3)=[N:14]2)=[CH:25][CH:24]=1. (4) Given the reactants [Cl:1][C:2]1[N:10]=[C:9]2[C:5]([N:6]=[CH:7][N:8]2[CH3:11])=[C:4]([N:12]2[CH2:17][CH2:16][O:15][CH2:14][CH2:13]2)[N:3]=1.C([Li])CCC.[CH3:23][C:24]([CH3:26])=[O:25], predict the reaction product. The product is: [Cl:1][C:2]1[N:10]=[C:9]2[C:5]([N:6]=[C:7]([C:24]([OH:25])([CH3:26])[CH3:23])[N:8]2[CH3:11])=[C:4]([N:12]2[CH2:17][CH2:16][O:15][CH2:14][CH2:13]2)[N:3]=1. (5) Given the reactants [OH:1][CH2:2][C@H:3]1[O:7][C:6](=[O:8])[CH2:5][CH2:4]1.C(N(CC)CC)C.[C:16](Cl)([C:29]1[CH:34]=[CH:33][CH:32]=[CH:31][CH:30]=1)([C:23]1[CH:28]=[CH:27][CH:26]=[CH:25][CH:24]=1)[C:17]1[CH:22]=[CH:21][CH:20]=[CH:19][CH:18]=1, predict the reaction product. The product is: [C:16]([O:1][CH2:2][C@H:3]1[O:7][C:6](=[O:8])[CH2:5][CH2:4]1)([C:17]1[CH:22]=[CH:21][CH:20]=[CH:19][CH:18]=1)([C:29]1[CH:30]=[CH:31][CH:32]=[CH:33][CH:34]=1)[C:23]1[CH:24]=[CH:25][CH:26]=[CH:27][CH:28]=1. (6) Given the reactants [NH2:1][C:2]1[CH:7]=[CH:6][CH:5]=[CH:4][N:3]=1.[F:8][C:9]([F:14])([F:13])[C:10](O)=[O:11].P(Cl)(Cl)(Cl)=O.C(=O)([O-])[O-].[K+].[K+].[Cl:26][C:27]1[CH:32]=[CH:31][C:30]([CH2:33]Cl)=[CH:29][N:28]=1, predict the reaction product. The product is: [Cl:26][C:27]1[N:28]=[CH:29][C:30]([CH2:33][N:3]2[CH:4]=[CH:5][CH:6]=[CH:7][C:2]2=[N:1][C:10](=[O:11])[C:9]([F:14])([F:13])[F:8])=[CH:31][CH:32]=1. (7) Given the reactants [F:1][C:2]1[CH:33]=[CH:32][C:5]([O:6][C:7]2[CH:8]=[C:9]([NH:13][C:14]([CH:16]3[CH2:21][CH2:20][N:19]([C:22]4[C:23]5[C:30]([CH3:31])=[CH:29][NH:28][C:24]=5[N:25]=[CH:26][N:27]=4)[CH2:18][CH2:17]3)=O)[CH:10]=[CH:11][CH:12]=2)=[CH:4][CH:3]=1.[H-].[Al+3].[Li+].[H-].[H-].[H-], predict the reaction product. The product is: [F:1][C:2]1[CH:33]=[CH:32][C:5]([O:6][C:7]2[CH:8]=[C:9]([NH:13][CH2:14][CH:16]3[CH2:21][CH2:20][N:19]([C:22]4[C:23]5[C:30]([CH3:31])=[CH:29][NH:28][C:24]=5[N:25]=[CH:26][N:27]=4)[CH2:18][CH2:17]3)[CH:10]=[CH:11][CH:12]=2)=[CH:4][CH:3]=1. (8) Given the reactants [CH3:1][O:2][C:3]1[CH:4]=[C:5]([NH:13][C:14]2[CH:19]=[N:18][CH:17]=[C:16](Cl)[N:15]=2)[CH:6]=[C:7]([O:11][CH3:12])[C:8]=1[O:9][CH3:10].[F:21][C:22]1[CH:23]=[C:24]([CH:26]=[CH:27][CH:28]=1)[NH2:25], predict the reaction product. The product is: [F:21][C:22]1[CH:23]=[C:24]([NH:25][C:16]2[CH:17]=[N:18][CH:19]=[C:14]([NH:13][C:5]3[CH:4]=[C:3]([O:2][CH3:1])[C:8]([O:9][CH3:10])=[C:7]([O:11][CH3:12])[CH:6]=3)[N:15]=2)[CH:26]=[CH:27][CH:28]=1. (9) Given the reactants [CH3:1][C:2]([O:9][C:10](OC1C=CC([N+]([O-])=O)=CC=1)=[O:11])([CH3:8])[C:3](OCC)=[O:4].Cl.[NH2:23][C@H:24]1[CH2:29][CH2:28][C@H:27]([C:30]([O:32][CH2:33][C:34]2[CH:39]=[CH:38][CH:37]=[CH:36][CH:35]=2)=[O:31])[CH2:26][CH2:25]1.C(=O)([O-])[O-].[K+].[K+].CN(C=O)C, predict the reaction product. The product is: [CH3:1][C:2]1([CH3:8])[O:9][C:10](=[O:11])[N:23]([C@H:24]2[CH2:29][CH2:28][C@H:27]([C:30]([O:32][CH2:33][C:34]3[CH:35]=[CH:36][CH:37]=[CH:38][CH:39]=3)=[O:31])[CH2:26][CH2:25]2)[C:3]1=[O:4]. (10) Given the reactants [Cl:1][C:2]1[C:3]([CH3:11])=[C:4]([CH:8]=[CH:9][CH:10]=1)[C:5]([OH:7])=O.O.O[N:14]1[C:18]2[CH:19]=[CH:20][CH:21]=[CH:22]C=2N=N1.Cl.CN(C)[CH2:26][CH2:27][CH2:28][N:29]=[C:30]=NCC.[CH2:35](N(CC)CC)C, predict the reaction product. The product is: [Cl:1][C:2]1[C:3]([CH3:11])=[C:4]([CH:8]=[CH:9][CH:10]=1)[C:5]([N:14]([CH2:18][CH2:19][CH2:20][CH2:21][CH3:22])[CH:26]1[CH2:27][CH2:28][NH:29][CH2:30][CH2:35]1)=[O:7].